This data is from Forward reaction prediction with 1.9M reactions from USPTO patents (1976-2016). The task is: Predict the product of the given reaction. (1) Given the reactants Br[CH2:2][C:3]1[C:4]([C:29]([O:31][CH2:32][CH3:33])=[O:30])=[N:5][N:6]([C:22]2[CH:27]=[CH:26][CH:25]=[CH:24][C:23]=2[Cl:28])[C:7]=1[C:8]1[CH:13]=[CH:12][C:11]([O:14][Si](C(C)(C)C)(C)C)=[CH:10][CH:9]=1.C(Cl)Cl.O.CC(C)=[O:40], predict the reaction product. The product is: [Cl:28][C:23]1[CH:24]=[CH:25][CH:26]=[CH:27][C:22]=1[N:6]1[C:7]([C:8]2[CH:13]=[CH:12][C:11]([OH:14])=[CH:10][CH:9]=2)=[C:3]([CH2:2][OH:40])[C:4]([C:29]([O:31][CH2:32][CH3:33])=[O:30])=[N:5]1. (2) Given the reactants [CH2:1]([OH:7])[C:2]1[O:6][CH:5]=[CH:4][CH:3]=1.[H-].[Na+].Br[CH2:11][CH2:12][CH2:13][CH2:14][CH2:15][CH2:16][CH2:17][CH2:18][CH2:19][CH2:20][CH2:21][O:22][CH:23]1[CH2:28][CH2:27][CH2:26][CH2:25][O:24]1, predict the reaction product. The product is: [O:6]1[CH:5]=[CH:4][CH:3]=[C:2]1[CH2:1][O:7][CH2:11][CH2:12][CH2:13][CH2:14][CH2:15][CH2:16][CH2:17][CH2:18][CH2:19][CH2:20][CH2:21][O:22][CH:23]1[CH2:28][CH2:27][CH2:26][CH2:25][O:24]1. (3) Given the reactants [NH2:1][C:2]1[C:11]2[C:6](=[CH:7][CH:8]=[CH:9][C:10]=2[O:12][CH2:13][C@@H:14]([NH2:18])[CH:15]([CH3:17])[CH3:16])[N:5]=[C:4]([CH3:19])[C:3]=1[C:20]([O:22][CH2:23][CH3:24])=[O:21].[OH:25][C:26]1[CH:34]=[CH:33][CH:32]=[CH:31][C:27]=1[C:28](O)=[O:29], predict the reaction product. The product is: [NH2:1][C:2]1[C:11]2[C:6](=[CH:7][CH:8]=[CH:9][C:10]=2[O:12][CH2:13][C@@H:14]([NH:18][C:28](=[O:29])[C:27]2[CH:31]=[CH:32][CH:33]=[CH:34][C:26]=2[OH:25])[CH:15]([CH3:17])[CH3:16])[N:5]=[C:4]([CH3:19])[C:3]=1[C:20]([O:22][CH2:23][CH3:24])=[O:21]. (4) Given the reactants Cl[C:2]1[N:7]=[C:6](Cl)[N:5]=[C:4]([Cl:9])[N:3]=1.Cl.[F:11][C:12]1[CH:13]=[N:14][C:15]([C@@H:18]([NH2:20])[CH3:19])=[N:16][CH:17]=1.CCN(C(C)C)C(C)C.[NH:30]1[CH2:35][CH2:34][O:33][CH2:32][CH2:31]1, predict the reaction product. The product is: [Cl:9][C:4]1[N:3]=[C:2]([N:30]2[CH2:35][CH2:34][O:33][CH2:32][CH2:31]2)[N:7]=[C:6]([NH:20][C@H:18]([C:15]2[N:16]=[CH:17][C:12]([F:11])=[CH:13][N:14]=2)[CH3:19])[N:5]=1.